The task is: Predict the reaction yield, written as a fraction of the theoretical maximum amount of product (1.0 means a 100% yield; for example, 0.34 means a 34% yield).. This data is from Reaction yield outcomes from USPTO patents with 853,638 reactions. (1) The reactants are N1C=CN=C1.[C:6]([Si:10](Cl)([C:17]1[CH:22]=[CH:21][CH:20]=[CH:19][CH:18]=1)[C:11]1[CH:16]=[CH:15][CH:14]=[CH:13][CH:12]=1)([CH3:9])([CH3:8])[CH3:7].[Si:24]([O:31][C@@H:32]([CH2:51][O:52][Si:53]([C:56]([CH3:59])([CH3:58])[CH3:57])([CH3:55])[CH3:54])[CH2:33][CH2:34][C@@H:35]1[C@H:39]2[CH2:40][C:41]3[C:46]([CH2:47][C@H:38]2[CH2:37][C@H:36]1[OH:50])=[C:45]([O:48][CH3:49])[CH:44]=[CH:43][CH:42]=3)([C:27]([CH3:30])([CH3:29])[CH3:28])([CH3:26])[CH3:25].C(OCC)(=O)C.CCCCCCC. The catalyst is CN(C=O)C. The product is [Si:10]([O:50][C@H:36]1[C@H:35]([CH2:34][CH2:33][C@H:32]([CH2:51][O:52][Si:53]([CH3:55])([CH3:54])[C:56]([CH3:59])([CH3:58])[CH3:57])[O:31][Si:24]([CH3:26])([CH3:25])[C:27]([CH3:30])([CH3:28])[CH3:29])[C@H:39]2[CH2:40][C:41]3[C:46]([CH2:47][C@H:38]2[CH2:37]1)=[C:45]([O:48][CH3:49])[CH:44]=[CH:43][CH:42]=3)([C:6]([CH3:9])([CH3:8])[CH3:7])([C:17]1[CH:22]=[CH:21][CH:20]=[CH:19][CH:18]=1)[C:11]1[CH:16]=[CH:15][CH:14]=[CH:13][CH:12]=1. The yield is 0.930. (2) The yield is 0.790. The reactants are N[C@@H:2]1[C:8](=[O:9])[N:7]([CH2:10][C:11]([F:14])([F:13])[F:12])[C:6]2[CH:15]=[CH:16][CH:17]=[CH:18][C:5]=2[C:4]2[CH:19]=[CH:20][CH:21]=[CH:22][C:3]1=2.[OH:23][C:24]([CH3:39])([C:28]([NH:30][CH2:31][C:32]([F:38])([F:37])[C:33]([F:36])([F:35])[F:34])=[O:29])[C:25]([OH:27])=O.O.O[N:42]1C2C=CC=CC=2N=N1.C(N(C(C)C)CC)(C)C.Cl.CN(C)CCCN=C=NCC. The catalyst is O1CCCC1. The product is [OH:23][C:24]([CH3:39])([C:25]([NH2:42])=[O:27])[C:28]([N:30]([C@@H:2]1[C:8](=[O:9])[N:7]([CH2:10][C:11]([F:14])([F:12])[F:13])[C:6]2[CH:15]=[CH:16][CH:17]=[CH:18][C:5]=2[C:4]2[CH:19]=[CH:20][CH:21]=[CH:22][C:3]1=2)[CH2:31][C:32]([F:38])([F:37])[C:33]([F:36])([F:35])[F:34])=[O:29].